From a dataset of TCR-epitope binding with 47,182 pairs between 192 epitopes and 23,139 TCRs. Binary Classification. Given a T-cell receptor sequence (or CDR3 region) and an epitope sequence, predict whether binding occurs between them. (1) The TCR CDR3 sequence is CASSLGGDPGVGPQHF. Result: 1 (the TCR binds to the epitope). The epitope is IVTDFSVIK. (2) The epitope is ALSKGVHFV. The TCR CDR3 sequence is CASSYNSGATEAFF. Result: 1 (the TCR binds to the epitope). (3) The epitope is LPRRSGAAGA. The TCR CDR3 sequence is CASSYSDGKYEQYF. Result: 0 (the TCR does not bind to the epitope).